Dataset: Full USPTO retrosynthesis dataset with 1.9M reactions from patents (1976-2016). Task: Predict the reactants needed to synthesize the given product. (1) Given the product [CH:1]1([CH2:4][C:5]2[C:10]([C:11]3[CH:16]=[CH:15][N:14]=[C:13]([S:17]([CH3:18])=[O:28])[N:12]=3)=[CH:9][N:8]=[C:7]([NH2:19])[N:6]=2)[CH2:2][CH2:3]1, predict the reactants needed to synthesize it. The reactants are: [CH:1]1([CH2:4][C:5]2[C:10]([C:11]3[CH:16]=[CH:15][N:14]=[C:13]([S:17][CH3:18])[N:12]=3)=[CH:9][N:8]=[C:7]([NH2:19])[N:6]=2)[CH2:3][CH2:2]1.C1C=C(Cl)C=C(C(OO)=[O:28])C=1. (2) The reactants are: [CH3:1][C:2]([S:5]([C:8]1[CH:9]=[C:10]2[C:15](=[CH:16][C:17]=1[O:18][CH3:19])[NH:14][CH:13]=[N:12][C:11]2=O)(=[O:7])=[O:6])([CH3:4])[CH3:3].O=P(Cl)(Cl)Cl.[CH3:26][C:27]1[C:28]([NH2:33])=[N:29][NH:30][C:31]=1[CH3:32]. Given the product [C:2]([S:5]([C:8]1[CH:9]=[C:10]2[C:15](=[CH:16][C:17]=1[O:18][CH3:19])[N:14]=[CH:13][N:12]=[C:11]2[NH:33][C:28]1[C:27]([CH3:26])=[C:31]([CH3:32])[NH:30][N:29]=1)(=[O:7])=[O:6])([CH3:4])([CH3:3])[CH3:1], predict the reactants needed to synthesize it. (3) Given the product [CH3:23][C:18]1([CH3:24])[C:19]([CH3:22])([CH3:21])[O:20][B:16]([C:7]2[CH2:12][CH2:11][CH2:10][C:9](=[O:13])[CH:8]=2)[O:17]1, predict the reactants needed to synthesize it. The reactants are: FC(F)(F)S(O[C:7]1[CH2:12][CH2:11][CH2:10][C:9](=[O:13])[CH:8]=1)(=O)=O.[B:16]1([B:16]2[O:20][C:19]([CH3:22])([CH3:21])[C:18]([CH3:24])([CH3:23])[O:17]2)[O:20][C:19]([CH3:22])([CH3:21])[C:18]([CH3:24])([CH3:23])[O:17]1.CC([O-])=O.[K+].